This data is from Forward reaction prediction with 1.9M reactions from USPTO patents (1976-2016). The task is: Predict the product of the given reaction. (1) Given the reactants [Br:1][C:2]1[CH:3]=[C:4]([CH:8]=[CH:9][CH:10]=1)[C:5]([OH:7])=O.CN(C(ON1N=NC2C=CC=NC1=2)=[N+](C)C)C.F[P-](F)(F)(F)(F)F.[NH2:35][C:36]1[CH:41]=[CH:40][CH:39]=[CH:38][C:37]=1[CH2:42][C:43]([NH2:45])=[O:44], predict the reaction product. The product is: [NH2:45][C:43](=[O:44])[CH2:42][C:37]1[CH:38]=[CH:39][CH:40]=[CH:41][C:36]=1[NH:35][C:5](=[O:7])[C:4]1[CH:8]=[CH:9][CH:10]=[C:2]([Br:1])[CH:3]=1. (2) Given the reactants [N+:1]([C:4]1[CH:5]=[C:6]([C:10]2[C:11]([C:16]3[CH:21]=[CH:20][N:19]=[CH:18][CH:17]=3)=[C:12]([SH:15])[NH:13][N:14]=2)[CH:7]=[CH:8][CH:9]=1)([O-:3])=[O:2].Cl[CH2:23][CH:24]=[O:25], predict the reaction product. The product is: [OH:25][CH:24]1[CH2:23][S:15][C:12]2=[C:11]([C:16]3[CH:21]=[CH:20][N:19]=[CH:18][CH:17]=3)[C:10]([C:6]3[CH:7]=[CH:8][CH:9]=[C:4]([N+:1]([O-:3])=[O:2])[CH:5]=3)=[N:14][N:13]12. (3) Given the reactants [C:1]([C:3]1[CH:4]=[CH:5][C:6]([N:10]2[C@@H:14]([CH:15]3[CH2:19][CH2:18][CH2:17][CH2:16]3)[CH2:13][C:12]([C:20]3[CH:28]=[CH:27][C:23]([C:24](O)=[O:25])=[C:22]([O:29][CH3:30])[N:21]=3)=[N:11]2)=[N:7][C:8]=1[CH3:9])#[N:2].[CH3:31][NH2:32].O1CCCC1, predict the reaction product. The product is: [C:1]([C:3]1[CH:4]=[CH:5][C:6]([N:10]2[C@@H:14]([CH:15]3[CH2:16][CH2:17][CH2:18][CH2:19]3)[CH2:13][C:12]([C:20]3[CH:28]=[CH:27][C:23]([C:24]([NH:32][CH3:31])=[O:25])=[C:22]([O:29][CH3:30])[N:21]=3)=[N:11]2)=[N:7][C:8]=1[CH3:9])#[N:2]. (4) The product is: [CH:7]([N:5]([CH3:6])[C:3](=[O:4])[C@@H:2]([NH:1][C:37]([NH:36][C:28]1[CH:29]=[C:30]([C:32]([F:33])([F:34])[F:35])[CH:31]=[C:26]([C:25]([F:24])([F:39])[F:40])[CH:27]=1)=[S:38])[C:20]([CH3:23])([CH3:22])[CH3:21])([C:14]1[CH:19]=[CH:18][CH:17]=[CH:16][CH:15]=1)[C:8]1[CH:9]=[CH:10][CH:11]=[CH:12][CH:13]=1. Given the reactants [NH2:1][C@@H:2]([C:20]([CH3:23])([CH3:22])[CH3:21])[C:3]([N:5]([CH:7]([C:14]1[CH:19]=[CH:18][CH:17]=[CH:16][CH:15]=1)[C:8]1[CH:13]=[CH:12][CH:11]=[CH:10][CH:9]=1)[CH3:6])=[O:4].[F:24][C:25]([F:40])([F:39])[C:26]1[CH:27]=[C:28]([N:36]=[C:37]=[S:38])[CH:29]=[C:30]([C:32]([F:35])([F:34])[F:33])[CH:31]=1, predict the reaction product. (5) The product is: [CH3:29][N:28]([CH3:30])[CH2:24][C:25]([N:4]1[C:5]2[C:10](=[CH:9][C:8]([O:12][CH3:13])=[C:7]([N+:14]([O-:16])=[O:15])[CH:6]=2)[CH2:11][C@@H:3]1[CH3:2])=[O:26]. Given the reactants Cl.[CH3:2][C@H:3]1[CH2:11][C:10]2[C:5](=[CH:6][C:7]([N+:14]([O-:16])=[O:15])=[C:8]([O:12][CH3:13])[CH:9]=2)[NH:4]1.C([O-])([O-])=O.[K+].[K+].Br[CH2:24][C:25](Cl)=[O:26].[NH:28]([CH3:30])[CH3:29], predict the reaction product. (6) Given the reactants [Cl-].[Na+].C(O)(=O)C.[F:7][C:8]([C@H:17]1[C@H:21]([OH:22])[CH2:20][CH:19]=[CH:18]1)(C(OC)=O)[C:9]([O:11][CH3:12])=[O:10].FC([C@@H]1[C@@H](O)CC=C1)(C(OC)=O)C(OC)=O.FC([C@H]1[C@H](O)CC=C1)C(OC)=O, predict the reaction product. The product is: [F:7][CH:8]([C@@H:17]1[C@@H:21]([OH:22])[CH2:20][CH:19]=[CH:18]1)[C:9]([O:11][CH3:12])=[O:10].